Dataset: Forward reaction prediction with 1.9M reactions from USPTO patents (1976-2016). Task: Predict the product of the given reaction. Given the reactants [CH2:1]([O:8][C:9](=[NH:25])[C:10]([C:23]#[N:24])=[C:11]([SH:22])[NH:12][C:13]([O:15][C:16]1[CH:21]=[CH:20][CH:19]=[CH:18][CH:17]=1)=[O:14])[C:2]1[CH:7]=[CH:6][CH:5]=[CH:4][CH:3]=1.N1C=CC=CC=1.BrBr.O, predict the reaction product. The product is: [C:16]1([O:15][C:13](=[O:14])[NH:12][C:11]2[S:22][N:25]=[C:9]([O:8][CH2:1][C:2]3[CH:7]=[CH:6][CH:5]=[CH:4][CH:3]=3)[C:10]=2[C:23]#[N:24])[CH:21]=[CH:20][CH:19]=[CH:18][CH:17]=1.